From a dataset of Full USPTO retrosynthesis dataset with 1.9M reactions from patents (1976-2016). Predict the reactants needed to synthesize the given product. (1) Given the product [Cl:30][C:17]1[CH:16]=[C:15]([N:6]([C:7]2[CH:12]=[CH:11][C:10]([F:13])=[CH:9][C:8]=2[CH3:14])[C:5]([O:4][CH:2]([O:36][C:34](=[O:35])[CH:33]([CH3:32])[CH2:37][CH3:38])[CH3:3])=[O:31])[CH:20]=[CH:19][C:18]=1[C:21](=[O:29])[C:22]1[CH:27]=[CH:26][CH:25]=[CH:24][C:23]=1[CH3:28], predict the reactants needed to synthesize it. The reactants are: Cl[CH:2]([O:4][C:5](=[O:31])[N:6]([C:15]1[CH:20]=[CH:19][C:18]([C:21](=[O:29])[C:22]2[CH:27]=[CH:26][CH:25]=[CH:24][C:23]=2[CH3:28])=[C:17]([Cl:30])[CH:16]=1)[C:7]1[CH:12]=[CH:11][C:10]([F:13])=[CH:9][C:8]=1[CH3:14])[CH3:3].[CH3:32][CH:33]([CH2:37][CH3:38])[C:34]([O-:36])=[O:35].C([N+](CCCC)(CCCC)CCCC)CCC. (2) Given the product [F:3][C:4]1[CH:9]=[CH:8][C:7]([O:10][C:12]2[CH:17]=[CH:16][C:15]([C:18]3[S:19][C:20]4[N:21]=[CH:22][N:23]=[CH:24][C:25]=4[N:26]=3)=[CH:14][C:13]=2[C:27]#[N:28])=[CH:6][CH:5]=1, predict the reactants needed to synthesize it. The reactants are: [H-].[Na+].[F:3][C:4]1[CH:9]=[CH:8][C:7]([OH:10])=[CH:6][CH:5]=1.Cl[C:12]1[CH:17]=[CH:16][C:15]([C:18]2[S:19][C:20]3[N:21]=[CH:22][N:23]=[CH:24][C:25]=3[N:26]=2)=[CH:14][C:13]=1[C:27]#[N:28].O. (3) Given the product [C:38]([O:41][C:42](=[O:43])[NH:44][CH:45]([CH3:49])[C:46]([NH:36][C:28]1[N:27]=[C:26]([Br:25])[C:35]2[C:30]([CH:29]=1)=[CH:31][CH:32]=[CH:33][CH:34]=2)=[O:47])([CH3:40])([CH3:37])[CH3:39], predict the reactants needed to synthesize it. The reactants are: CN(C(ON1N=NC2C=CC=NC1=2)=[N+](C)C)C.F[P-](F)(F)(F)(F)F.[Br:25][C:26]1[C:35]2[C:30](=[CH:31][CH:32]=[CH:33][CH:34]=2)[CH:29]=[C:28]([NH2:36])[N:27]=1.[CH3:37][C:38]([O:41][C:42]([NH:44][CH:45]([CH3:49])[C:46](O)=[O:47])=[O:43])([CH3:40])[CH3:39].CCN(C(C)C)C(C)C.